Dataset: NCI-60 drug combinations with 297,098 pairs across 59 cell lines. Task: Regression. Given two drug SMILES strings and cell line genomic features, predict the synergy score measuring deviation from expected non-interaction effect. (1) Drug 1: CCC1(CC2CC(C3=C(CCN(C2)C1)C4=CC=CC=C4N3)(C5=C(C=C6C(=C5)C78CCN9C7C(C=CC9)(C(C(C8N6C=O)(C(=O)OC)O)OC(=O)C)CC)OC)C(=O)OC)O.OS(=O)(=O)O. Drug 2: CC(C)NC(=O)C1=CC=C(C=C1)CNNC.Cl. Cell line: BT-549. Synergy scores: CSS=25.2, Synergy_ZIP=-0.731, Synergy_Bliss=-2.49, Synergy_Loewe=-45.5, Synergy_HSA=-2.34. (2) Drug 1: C1=CC=C(C=C1)NC(=O)CCCCCCC(=O)NO. Drug 2: CS(=O)(=O)OCCCCOS(=O)(=O)C. Cell line: NCI-H322M. Synergy scores: CSS=4.84, Synergy_ZIP=-1.53, Synergy_Bliss=-0.228, Synergy_Loewe=-5.25, Synergy_HSA=-0.983.